This data is from Forward reaction prediction with 1.9M reactions from USPTO patents (1976-2016). The task is: Predict the product of the given reaction. (1) The product is: [C:32]([O:31][C:27]1[CH:28]=[CH:29][CH:30]=[C:25]([C:23]2[N:24]=[C:18]3[N:17]=[C:16]([NH:15][C:11]([C:6]4[N:7]([CH3:10])[N:8]=[CH:9][C:5]=4[C:3](=[O:4])[N:2]([CH3:1])[CH3:14])=[O:13])[CH:21]=[CH:20][N:19]3[CH:22]=2)[CH:26]=1)(=[O:34])[CH3:33]. Given the reactants [CH3:1][N:2]([CH3:14])[C:3]([C:5]1[CH:9]=[N:8][N:7]([CH3:10])[C:6]=1[C:11]([OH:13])=O)=[O:4].[NH2:15][C:16]1[CH:21]=[CH:20][N:19]2[CH:22]=[C:23]([C:25]3[CH:26]=[C:27]([O:31][C:32](=[O:34])[CH3:33])[CH:28]=[CH:29][CH:30]=3)[N:24]=[C:18]2[N:17]=1, predict the reaction product. (2) Given the reactants [CH2:1]([C@H:8]([NH:30][C:31]1[CH:36]=[CH:35][NH:34][C:33](=[O:37])[C:32]=1[C:38]1[NH:42][C:41]2[CH:43]=[C:44](Br)[CH:45]=[C:46]([CH3:47])[C:40]=2[N:39]=1)[CH2:9][O:10]C(C1C=CC=CC=1)(C1C=CC=CC=1)C1C=CC=CC=1)[C:2]1[CH:7]=[CH:6][CH:5]=[CH:4][CH:3]=1.[NH:49]1[CH2:54][CH2:53][O:52][CH2:51][CH2:50]1.C(P(C(C)(C)C)C(C)(C)C)(C)(C)C.CC(C)([O-])C.[Na+].O1CCOCC1.Cl, predict the reaction product. The product is: [CH2:1]([C@H:8]([NH:30][C:31]1[CH:36]=[CH:35][NH:34][C:33](=[O:37])[C:32]=1[C:38]1[NH:42][C:41]2[CH:43]=[C:44]([N:49]3[CH2:54][CH2:53][O:52][CH2:51][CH2:50]3)[CH:45]=[C:46]([CH3:47])[C:40]=2[N:39]=1)[CH2:9][OH:10])[C:2]1[CH:3]=[CH:4][CH:5]=[CH:6][CH:7]=1. (3) Given the reactants [ClH:1].FC(F)(F)C(O)=O.[N:9]1([C:14]2[C:15](=[O:31])[N:16]([C:19]3[CH:24]=[C:23]([N:25]4[CH2:30][CH2:29][O:28][CH2:27][CH2:26]4)[N:22]=[CH:21][N:20]=3)[NH:17][CH:18]=2)[CH:13]=[CH:12][N:11]=[CH:10]1, predict the reaction product. The product is: [ClH:1].[N:9]1([C:14]2[C:15](=[O:31])[N:16]([C:19]3[CH:24]=[C:23]([N:25]4[CH2:26][CH2:27][O:28][CH2:29][CH2:30]4)[N:22]=[CH:21][N:20]=3)[NH:17][CH:18]=2)[CH:13]=[CH:12][N:11]=[CH:10]1. (4) Given the reactants [CH2:1]([C:3]1[C:7]([N+:8]([O-:10])=[O:9])=[C:6]([C:11]([NH2:13])=[O:12])[NH:5][N:4]=1)[CH3:2].Cl.Cl[CH2:16][CH2:17][N:18]1[CH2:23][CH2:22][O:21][CH2:20][CH2:19]1.C([O-])([O-])=O.[K+].[K+].C(=O)([O-])[O-].[Cs+].[Cs+], predict the reaction product. The product is: [CH2:1]([C:3]1[N:4]([CH2:16][CH2:17][N:18]2[CH2:23][CH2:22][O:21][CH2:20][CH2:19]2)[N:5]=[C:6]([C:11]([NH2:13])=[O:12])[C:7]=1[N+:8]([O-:10])=[O:9])[CH3:2]. (5) Given the reactants [Cl-:1].[C:2]([C:5]1[CH:10]=[CH:9][C:8]([C:11]2([NH3+:14])[CH2:13][CH2:12]2)=[CH:7][CH:6]=1)([OH:4])=[O:3].Cl.[CH3:16]O, predict the reaction product. The product is: [Cl-:1].[CH3:16][O:3][C:2]([C:5]1[CH:6]=[CH:7][C:8]([C:11]2([NH3+:14])[CH2:13][CH2:12]2)=[CH:9][CH:10]=1)=[O:4]. (6) Given the reactants [CH3:1][O:2][C:3]([C:5]1[N:14]([CH:15]2[CH2:19][CH2:18][CH2:17][CH2:16]2)[C:8]2[N:9]=[C:10](Cl)[N:11]=[CH:12][C:7]=2[C:6]=1[CH3:20])=[O:4].[C:21]([O:25][C:26]([N:28]1[CH2:33][CH2:32][N:31]([C:34]2[CH:35]=[N:36][C:37]([NH2:40])=[CH:38][CH:39]=2)[CH2:30][CH2:29]1)=[O:27])([CH3:24])([CH3:23])[CH3:22].CC1(C)C2C(=C(P(C3C=CC=CC=3)C3C=CC=CC=3)C=CC=2)OC2C(P(C3C=CC=CC=3)C3C=CC=CC=3)=CC=CC1=2.C(=O)([O-])[O-].[Cs+].[Cs+], predict the reaction product. The product is: [CH3:1][O:2][C:3]([C:5]1[N:14]([CH:15]2[CH2:19][CH2:18][CH2:17][CH2:16]2)[C:8]2[N:9]=[C:10]([NH:40][C:37]3[CH:38]=[CH:39][C:34]([N:31]4[CH2:32][CH2:33][N:28]([C:26]([O:25][C:21]([CH3:24])([CH3:23])[CH3:22])=[O:27])[CH2:29][CH2:30]4)=[CH:35][N:36]=3)[N:11]=[CH:12][C:7]=2[C:6]=1[CH3:20])=[O:4]. (7) Given the reactants [CH2:1]([OH:3])[CH3:2].[H-].[Na+].Cl[C:7]1[N:12]=[C:11]([O:13][CH2:14][C:15]2[CH:20]=[CH:19][CH:18]=[CH:17][C:16]=2[C:21]([F:24])([F:23])[F:22])[N:10]=[C:9]([NH:25][C:26]2[CH:31]=[CH:30][C:29]([C:32]([F:35])([F:34])[F:33])=[CH:28][CH:27]=2)[N:8]=1, predict the reaction product. The product is: [CH2:1]([O:3][C:7]1[N:12]=[C:11]([O:13][CH2:14][C:15]2[CH:20]=[CH:19][CH:18]=[CH:17][C:16]=2[C:21]([F:24])([F:23])[F:22])[N:10]=[C:9]([NH:25][C:26]2[CH:31]=[CH:30][C:29]([C:32]([F:33])([F:34])[F:35])=[CH:28][CH:27]=2)[N:8]=1)[CH3:2]. (8) Given the reactants C(O)=O.[NH2:4][CH2:5][CH2:6][C:7]1[CH:30]=[CH:29][C:10]([NH:11][CH:12]2[CH2:17][CH2:16][N:15]([C:18]([O:20][CH2:21][C:22]3[CH:27]=[CH:26][C:25]([F:28])=[CH:24][CH:23]=3)=[O:19])[CH2:14][CH2:13]2)=[CH:9][CH:8]=1.C([Si]([O:48][C:49]1[CH:54]=[CH:53][C:52]([O:55][CH2:56][CH:57]2[CH2:59][O:58]2)=[CH:51][CH:50]=1)(C1C=CC=CC=1)C1C=CC=CC=1)(C)(C)C, predict the reaction product. The product is: [F:28][C:25]1[CH:24]=[CH:23][C:22]([CH2:21][O:20][C:18]([N:15]2[CH2:14][CH2:13][CH:12]([NH:11][C:10]3[CH:9]=[CH:8][C:7]([CH2:6][CH2:5][NH:4][CH2:59][C@H:57]([OH:58])[CH2:56][O:55][C:52]4[CH:53]=[CH:54][C:49]([OH:48])=[CH:50][CH:51]=4)=[CH:30][CH:29]=3)[CH2:17][CH2:16]2)=[O:19])=[CH:27][CH:26]=1.